Dataset: Full USPTO retrosynthesis dataset with 1.9M reactions from patents (1976-2016). Task: Predict the reactants needed to synthesize the given product. The reactants are: [OH:1][C:2]1[CH:3]=[C:4]([CH:9]=[CH:10][C:11]([OH:13])=[O:12])[CH:5]=[CH:6][C:7]=1[OH:8].S(Cl)(Cl)=O.[CH3:18]O. Given the product [CH3:18][O:12][C:11](=[O:13])[CH:10]=[CH:9][C:4]1[CH:5]=[CH:6][C:7]([OH:8])=[C:2]([OH:1])[CH:3]=1, predict the reactants needed to synthesize it.